Dataset: Full USPTO retrosynthesis dataset with 1.9M reactions from patents (1976-2016). Task: Predict the reactants needed to synthesize the given product. Given the product [Br:20][C:18]1[CH:19]=[C:14]([NH:12][C:10]2[CH:11]=[C:5]3[CH2:4][N:3]([CH2:1][CH3:2])[CH2:8][CH2:7][N:6]3[N:9]=2)[C:15](=[O:22])[N:16]([CH3:21])[CH:17]=1, predict the reactants needed to synthesize it. The reactants are: [CH2:1]([N:3]1[CH2:8][CH2:7][N:6]2[N:9]=[C:10]([NH2:12])[CH:11]=[C:5]2[CH2:4]1)[CH3:2].Br[C:14]1[C:15](=[O:22])[N:16]([CH3:21])[CH:17]=[C:18]([Br:20])[CH:19]=1.C(=O)([O-])[O-].[Cs+].[Cs+].CC1(C)C2C(=C(P(C3C=CC=CC=3)C3C=CC=CC=3)C=CC=2)OC2C(P(C3C=CC=CC=3)C3C=CC=CC=3)=CC=CC1=2.